Dataset: Reaction yield outcomes from USPTO patents with 853,638 reactions. Task: Predict the reaction yield, written as a fraction of the theoretical maximum amount of product (1.0 means a 100% yield; for example, 0.34 means a 34% yield). (1) The reactants are Cl[CH2:2][C:3]([C:5]1[CH:10]=[CH:9][C:8]([F:11])=[CH:7][CH:6]=1)=[O:4].[CH2:12]([NH:15][CH2:16][CH:17]=[CH2:18])[CH:13]=[CH2:14].O. The catalyst is C(#N)C. The product is [CH2:12]([N:15]([CH2:16][CH:17]=[CH2:18])[CH2:2][C:3]([C:5]1[CH:10]=[CH:9][C:8]([F:11])=[CH:7][CH:6]=1)=[O:4])[CH:13]=[CH2:14]. The yield is 1.18. (2) The reactants are NC1(C2C=CC(C3C(=O)C4C(=CC=C(F)C=4)OC=3C3C=CC=CC=3)=CC=2)CCC1.C(OC(=O)[NH:36][C:37]1([C:41]2[CH:46]=[CH:45][C:44]([C:47]3[C:56](=[S:57])[C:55]4[C:50](=[CH:51][CH:52]=[CH:53][CH:54]=4)[O:49][C:48]=3[C:58]3[CH:63]=[CH:62][CH:61]=[CH:60][CH:59]=3)=[CH:43][CH:42]=2)[CH2:40][CH2:39][CH2:38]1)(C)(C)C.C(O)(C(F)(F)F)=O.[ClH:72]. The catalyst is CO.O. The product is [ClH:72].[NH2:36][C:37]1([C:41]2[CH:42]=[CH:43][C:44]([C:47]3[C:56](=[S:57])[C:55]4[C:50](=[CH:51][CH:52]=[CH:53][CH:54]=4)[O:49][C:48]=3[C:58]3[CH:63]=[CH:62][CH:61]=[CH:60][CH:59]=3)=[CH:45][CH:46]=2)[CH2:38][CH2:39][CH2:40]1. The yield is 0.640. (3) The reactants are CN(C(ON1N=NC2C=CC=NC1=2)=[N+](C)C)C.F[P-](F)(F)(F)(F)F.[C:25]1([S:31][C:32]2[S:33][C:34]([C:37]([OH:39])=O)=[CH:35][N:36]=2)[CH:30]=[CH:29][CH:28]=[CH:27][CH:26]=1.[NH2:40][C@@H:41]1[CH:46]2[CH2:47][CH2:48][N:43]([CH2:44][CH2:45]2)[CH2:42]1.CCN(C(C)C)C(C)C.[C:58]([OH:65])(=[O:64])/[CH:59]=[CH:60]/[C:61]([OH:63])=[O:62]. The catalyst is CN(C=O)C.C(Cl)Cl. The product is [C:58]([OH:65])(=[O:64])/[CH:59]=[CH:60]/[C:61]([OH:63])=[O:62].[N:43]12[CH2:48][CH2:47][CH:46]([CH2:45][CH2:44]1)[C@@H:41]([NH:40][C:37]([C:34]1[S:33][C:32]([S:31][C:25]3[CH:26]=[CH:27][CH:28]=[CH:29][CH:30]=3)=[N:36][CH:35]=1)=[O:39])[CH2:42]2. The yield is 0.720. (4) The reactants are C(Cl)(=O)C(Cl)=O.[CH3:7][C:8]1[C:17]([C:18]([OH:20])=O)=[CH:16][C:15]2[C:10](=[N:11][CH:12]=[CH:13][CH:14]=2)[N:9]=1.C(N(CC)CC)C.[NH2:28][CH2:29][C:30]1[CH:35]=[CH:34][C:33]([CH2:36][O:37][CH2:38][CH2:39][OH:40])=[C:32]([F:41])[CH:31]=1. The catalyst is C(Cl)Cl.CN(C=O)C.CN(C1C=CN=CC=1)C.O. The product is [F:41][C:32]1[CH:31]=[C:30]([CH2:29][NH:28][C:18]([C:17]2[C:8]([CH3:7])=[N:9][C:10]3[C:15]([CH:16]=2)=[CH:14][CH:13]=[CH:12][N:11]=3)=[O:20])[CH:35]=[CH:34][C:33]=1[CH2:36][O:37][CH2:38][CH2:39][OH:40]. The yield is 0.360. (5) The catalyst is CC(O)C.CC([O-])=O.CC([O-])=O.[Pd+2]. The reactants are F[C:2]1[C:7](F)=[C:6](I)C=C[C:3]=1[C:10]1C=[CH:14][C:13](C2C=CC(CCC)=CC=2)=[CH:12][C:11]=1F.OCC(C)(CO)C.CC(C)=O. The yield is 0.680. The product is [CH3:6][CH2:7][CH2:2][CH2:3][CH2:10][CH2:11][CH2:12][CH2:13][CH3:14]. (6) The reactants are [CH2:1]([NH:8][C:9](=[O:19])[C@H:10]([NH:13][C:14]([O:16][CH2:17][CH3:18])=[O:15])[CH2:11][OH:12])[C:2]1[CH:7]=[CH:6][CH:5]=[CH:4][CH:3]=1.[C:20](OCC)(=O)C.S(OC)(OC)(=O)=O.[OH-].[K+]. The catalyst is [Br-].C([N+](CCCC)(CCCC)CCCC)CCC.O. The product is [CH2:1]([NH:8][C:9](=[O:19])[C@H:10]([NH:13][C:14]([O:16][CH2:17][CH3:18])=[O:15])[CH2:11][O:12][CH3:20])[C:2]1[CH:7]=[CH:6][CH:5]=[CH:4][CH:3]=1. The yield is 0.710. (7) The reactants are [F:1][C:2]1[CH:7]=[CH:6][CH:5]=[C:4]([F:8])[C:3]=1[N:9]1[C:14]2[N:15]=[C:16]([NH:30][CH2:31][CH2:32][N:33]([CH3:35])[CH3:34])[N:17]=[C:18]([C:19]3[CH:20]=[C:21]([CH:25]=[C:26]([F:29])[C:27]=3[CH3:28])[C:22]([OH:24])=O)[C:13]=2[CH2:12][NH:11][C:10]1=[O:36].[CH3:37][NH:38][CH3:39].C(N(CC)CC)C.CN(C(ON1N=NC2C=CC=CC1=2)=[N+](C)C)C.F[P-](F)(F)(F)(F)F. The catalyst is C(Cl)Cl. The product is [F:1][C:2]1[CH:7]=[CH:6][CH:5]=[C:4]([F:8])[C:3]=1[N:9]1[C:14]2[N:15]=[C:16]([NH:30][CH2:31][CH2:32][N:33]([CH3:35])[CH3:34])[N:17]=[C:18]([C:19]3[CH:20]=[C:21]([CH:25]=[C:26]([F:29])[C:27]=3[CH3:28])[C:22]([N:38]([CH3:39])[CH3:37])=[O:24])[C:13]=2[CH2:12][NH:11][C:10]1=[O:36]. The yield is 0.570. (8) The reactants are CN(C)[CH:3]=[CH:4][C:5]([C:7]1[S:11][C:10]([C:12]([OH:14])=[O:13])=[CH:9][CH:8]=1)=O.[C:16]1([CH3:26])[CH:21]=[CH:20][CH:19]=[C:18]([NH:22][C:23]([NH2:25])=[NH:24])[CH:17]=1.[OH-].[Na+]. The catalyst is COCCO.C(O)(=O)CC(CC(O)=O)(C(O)=O)O. The product is [C:16]1([CH3:26])[CH:21]=[CH:20][CH:19]=[C:18]([NH:22][C:23]2[N:25]=[C:5]([C:7]3[S:11][C:10]([C:12]([OH:14])=[O:13])=[CH:9][CH:8]=3)[CH:4]=[CH:3][N:24]=2)[CH:17]=1. The yield is 0.538. (9) The reactants are C([O:3][C:4](=[O:15])[CH2:5][C@@H:6]([CH2:11][N+:12]([O-])=O)[CH2:7][CH:8]([CH3:10])[CH3:9])C.[OH-].[K+]. The catalyst is O.[Pd]. The product is [CH3:10][CH:8]([CH2:7][C@H:6]([CH2:11][NH2:12])[CH2:5][C:4]([OH:15])=[O:3])[CH3:9]. The yield is 0.610.